This data is from Reaction yield outcomes from USPTO patents with 853,638 reactions. The task is: Predict the reaction yield, written as a fraction of the theoretical maximum amount of product (1.0 means a 100% yield; for example, 0.34 means a 34% yield). (1) The catalyst is CS(C)=O. The product is [Br:1][C:2]1[CH:3]=[C:4]([NH:9][C:10]2[C:11]3[CH:19]=[C:18]([NH:28][CH2:27][C:26]4[CH:29]=[CH:30][C:23]([O:22][CH3:21])=[CH:24][CH:25]=4)[N:17]=[CH:16][C:12]=3[N:13]=[CH:14][N:15]=2)[CH:5]=[CH:6][C:7]=1[F:8]. The reactants are [Br:1][C:2]1[CH:3]=[C:4]([NH:9][C:10]2[C:11]3[CH:19]=[C:18](F)[N:17]=[CH:16][C:12]=3[N:13]=[CH:14][N:15]=2)[CH:5]=[CH:6][C:7]=1[F:8].[CH3:21][O:22][C:23]1[CH:30]=[CH:29][C:26]([CH2:27][NH2:28])=[CH:25][CH:24]=1. The yield is 0.790. (2) The product is [CH2:1]([O:3][C:4](=[O:33])[C:5]1[CH:10]=[CH:9][CH:8]=[C:7]([O:11][CH2:12][CH2:13][CH2:14][N:15]2[C:19]3[CH:20]=[CH:21][CH:22]=[CH:23][C:18]=3[N:17]([CH2:24][C:25]3[CH:30]=[CH:29][C:28]([N:84]4[CH2:85][CH2:86][N:81]([CH2:80][C:75]5[CH:76]=[CH:77][CH:78]=[CH:79][C:74]=5[C:87]5[CH:92]=[CH:91][CH:90]=[CH:89][CH:88]=5)[CH2:82][CH2:83]4)=[CH:27][CH:26]=3)[C:16]2=[NH:32])[CH:6]=1)[CH3:2]. The yield is 0.0600. The catalyst is C1(C)C=CC=CC=1.C(O)(C)(C)C.CC([O-])=O.CC([O-])=O.[Pd+2]. The reactants are [CH2:1]([O:3][C:4](=[O:33])[C:5]1[CH:10]=[CH:9][CH:8]=[C:7]([O:11][CH2:12][CH2:13][CH2:14][N:15]2[C:19]3[CH:20]=[CH:21][CH:22]=[CH:23][C:18]=3[N:17]([CH2:24][C:25]3[CH:30]=[CH:29][C:28](Br)=[CH:27][CH:26]=3)[C:16]2=[NH:32])[CH:6]=1)[CH3:2].CC(C)([O-])C.[Na+].C1(P(C2CCCCC2)C2C=CC=CC=2C2C(C(C)C)=CC(C(C)C)=CC=2C(C)C)CCCCC1.[C:74]1([C:87]2[CH:92]=[CH:91][CH:90]=[CH:89][CH:88]=2)[CH:79]=[CH:78][CH:77]=[CH:76][C:75]=1[CH2:80][N:81]1[CH2:86][CH2:85][NH:84][CH2:83][CH2:82]1. (3) The reactants are C1C=CC(P(C2C=CC=CC=2)C2C=CC=CC=2)=CC=1.[N:20]([CH2:23][CH:24]1[S:28][C:27]2[CH:29]=[C:30]([F:41])[CH:31]=[C:32]([C:33]3[C:38]([Cl:39])=[CH:37][CH:36]=[CH:35][C:34]=3[Cl:40])[C:26]=2[O:25]1)=[N+]=[N-].O. The catalyst is C1COCC1. The product is [F:41][C:30]1[CH:31]=[C:32]([C:33]2[C:34]([Cl:40])=[CH:35][CH:36]=[CH:37][C:38]=2[Cl:39])[C:26]2[O:25][CH:24]([CH2:23][NH2:20])[S:28][C:27]=2[CH:29]=1. The yield is 0.370. (4) The reactants are I[C:2]1[N:7]=[C:6]([C:8]([O:10][CH3:11])=[O:9])[C:5](=[O:12])[N:4]([C:13]2[CH:18]=[CH:17][CH:16]=[C:15]([C:19]([F:22])([F:21])[F:20])[CH:14]=2)[C:3]=1[CH3:23].[NH2:24][C:25]([CH3:37])([CH3:36])[CH2:26][NH:27][C:28]1[CH:35]=[CH:34][C:31]([C:32]#[N:33])=[CH:30][CH:29]=1.C(N(CC)CC)C. The catalyst is C(#N)C. The product is [C:32]([C:31]1[CH:30]=[CH:29][C:28]([NH:27][CH2:26][C:25]([NH:24][C:2]2[N:7]=[C:6]([C:8]([O:10][CH3:11])=[O:9])[C:5](=[O:12])[N:4]([C:13]3[CH:18]=[CH:17][CH:16]=[C:15]([C:19]([F:22])([F:21])[F:20])[CH:14]=3)[C:3]=2[CH3:23])([CH3:36])[CH3:37])=[CH:35][CH:34]=1)#[N:33]. The yield is 0.220. (5) The reactants are [NH:1]1[CH:5]=[CH:4][C:3]([NH:6][C:7](=[O:14])[C:8]2[CH:13]=[CH:12][CH:11]=[CH:10][CH:9]=2)=[N:2]1.[CH3:15][C:16]1([CH3:33])[O:20][CH:19]([CH2:21]OS(C2C=CC(Cl)=CC=2)(=O)=O)[CH2:18][O:17]1.CC(C)([O-])C.[Na+].O. The catalyst is O1CCOCC1. The product is [CH3:15][C:16]1([CH3:33])[O:20][C@H:19]([CH2:21][N:1]2[CH:5]=[CH:4][C:3]([NH:6][C:7](=[O:14])[C:8]3[CH:13]=[CH:12][CH:11]=[CH:10][CH:9]=3)=[N:2]2)[CH2:18][O:17]1. The yield is 0.500. (6) The reactants are [CH3:1][C:2]1[CH:6]=[C:5]([CH3:7])[N:4]([C:8]2[N:16]=[C:15]3[C:11]([N:12]=[CH:13][NH:14]3)=[C:10]([NH:17][C:18]3[CH:23]=[CH:22][CH:21]=[CH:20][CH:19]=3)[N:9]=2)[N:3]=1.Br[CH2:25][CH2:26][O:27][CH3:28].C(=O)([O-])[O-].[K+].[K+].C(#N)C. The catalyst is O. The product is [CH3:1][C:2]1[CH:6]=[C:5]([CH3:7])[N:4]([C:8]2[N:16]=[C:15]3[C:11]([N:12]=[CH:13][N:14]3[CH2:25][CH2:26][O:27][CH3:28])=[C:10]([NH:17][C:18]3[CH:23]=[CH:22][CH:21]=[CH:20][CH:19]=3)[N:9]=2)[N:3]=1. The yield is 0.0900.